From a dataset of Reaction yield outcomes from USPTO patents with 853,638 reactions. Predict the reaction yield, written as a fraction of the theoretical maximum amount of product (1.0 means a 100% yield; for example, 0.34 means a 34% yield). (1) The reactants are Br[C:2]1[C:10]2[O:9][CH:8]=[CH:7][C:6]=2[C:5]([O:11][CH2:12][CH2:13][O:14][CH:15]2[CH2:20][CH2:19][CH2:18][CH2:17][O:16]2)=[CH:4][CH:3]=1.C1(P(C2CCCCC2)C2(N(C)C)CC=CC=C2C2C=CC=CC=2)CCCCC1.Br[Zn][CH2:51][C:52]([O:54][CH2:55][CH3:56])=[O:53]. The catalyst is O1CCCC1.[Pd].C(=CC(C=CC1C=CC=CC=1)=O)C1C=CC=CC=1.C(=CC(C=CC1C=CC=CC=1)=O)C1C=CC=CC=1. The product is [CH2:55]([O:54][C:52](=[O:53])[CH2:51][C:2]1[C:10]2[O:9][CH:8]=[CH:7][C:6]=2[C:5]([O:11][CH2:12][CH2:13][O:14][CH:15]2[CH2:20][CH2:19][CH2:18][CH2:17][O:16]2)=[CH:4][CH:3]=1)[CH3:56]. The yield is 0.540. (2) The reactants are Br[CH2:2][C:3]1[C:11]2[N:10]=[CH:9][N:8]([C:12]([O:14][C:15]([CH3:18])([CH3:17])[CH3:16])=[O:13])[C:7]=2[CH:6]=[CH:5][CH:4]=1.[N-:19]=[N+:20]=[N-:21].[Na+]. The catalyst is CC(C)=O.[I-].[Na+]. The product is [N:19]([CH2:2][C:3]1[C:11]2[N:10]=[CH:9][N:8]([C:12]([O:14][C:15]([CH3:18])([CH3:17])[CH3:16])=[O:13])[C:7]=2[CH:6]=[CH:5][CH:4]=1)=[N+:20]=[N-:21]. The yield is 0.840. (3) The reactants are CS(O[CH:6]([C:12]1[S:13][CH:14]=[CH:15][CH:16]=1)[C:7]([O:9][CH2:10][CH3:11])=[O:8])(=O)=O.[NH2:17][C:18]1[CH:23]=[CH:22][CH:21]=[CH:20][CH:19]=1.CCN(C(C)C)C(C)C. The catalyst is C(#N)C. The product is [C:18]1([NH:17][CH:6]([C:12]2[S:13][CH:14]=[CH:15][CH:16]=2)[C:7]([O:9][CH2:10][CH3:11])=[O:8])[CH:23]=[CH:22][CH:21]=[CH:20][CH:19]=1. The yield is 0.770. (4) The reactants are [NH2:1][C:2]1[CH:3]=[C:4]([C:11]([OH:13])=[O:12])[CH:5]=[C:6]([C:8]([OH:10])=[O:9])[CH:7]=1.[C:14]1([CH3:24])[CH:19]=[CH:18]C(S(O)(=O)=O)=CC=1. The catalyst is C(O)CCC. The product is [CH2:3]([O:12][C:11]([C:4]1[CH:3]=[C:2]([NH2:1])[CH:7]=[C:6]([C:8]([O:10][CH2:24][CH2:14][CH2:19][CH3:18])=[O:9])[CH:5]=1)=[O:13])[CH2:2][CH2:7][CH3:6]. The yield is 0.910. (5) The reactants are C[O:2][C:3](=[O:38])[CH:4]([N:6]1[CH2:11][CH2:10][N:9]([C:12]2[CH:13]=[N:14][C:15]([NH:18][C:19]3[N:20]=[CH:21][C:22]4[CH:27]=[C:26]([C:28](=[O:32])[N:29]([CH3:31])[CH3:30])[N:25]([CH:33]5[CH2:37][CH2:36][CH2:35][CH2:34]5)[C:23]=4[N:24]=3)=[CH:16][CH:17]=2)[CH2:8][CH2:7]1)[CH3:5].[Li+].[OH-]. The catalyst is C1COCC1.O. The product is [CH:33]1([N:25]2[C:23]3[N:24]=[C:19]([NH:18][C:15]4[N:14]=[CH:13][C:12]([N:9]5[CH2:8][CH2:7][N:6]([CH:4]([CH3:5])[C:3]([OH:38])=[O:2])[CH2:11][CH2:10]5)=[CH:17][CH:16]=4)[N:20]=[CH:21][C:22]=3[CH:27]=[C:26]2[C:28](=[O:32])[N:29]([CH3:31])[CH3:30])[CH2:34][CH2:35][CH2:36][CH2:37]1. The yield is 0.940. (6) The reactants are [C:1]([O:5][C:6]([NH:8][C@@H:9]([CH2:13][N:14]([CH:20]1[CH2:22][CH2:21]1)[CH2:15][CH2:16][CH2:17][CH:18]=[CH2:19])[C:10]([OH:12])=O)=[O:7])([CH3:4])([CH3:3])[CH3:2].Cl.[OH:24][C@H:25]1[CH2:29][NH:28][C@H:27]([C:30]([NH:32][C@:33]2([C:38]([O:40][CH2:41][CH3:42])=[O:39])[CH2:35][C@H:34]2[CH:36]=[CH2:37])=[O:31])[CH2:26]1.CN1CCOCC1.CN(C(ON1N=NC2C=CC=NC1=2)=[N+](C)C)C.F[P-](F)(F)(F)(F)F. The catalyst is C(Cl)Cl.C(OCC)(=O)C.C(OCC)(=O)C.CCCCCC. The product is [C:1]([O:5][C:6]([NH:8][C@@H:9]([CH2:13][N:14]([CH:20]1[CH2:22][CH2:21]1)[CH2:15][CH2:16][CH2:17][CH:18]=[CH2:19])[C:10]([N:28]1[CH2:29][C@H:25]([OH:24])[CH2:26][C@H:27]1[C:30]([NH:32][C@:33]1([C:38]([O:40][CH2:41][CH3:42])=[O:39])[CH2:35][C@H:34]1[CH:36]=[CH2:37])=[O:31])=[O:12])=[O:7])([CH3:2])([CH3:3])[CH3:4]. The yield is 0.580. (7) The reactants are Br[C:2]1[N:3]=[C:4]2[C:10]([C:11](=[O:16])[C:12]([CH3:15])([CH3:14])[CH3:13])=[CH:9][NH:8][C:5]2=[N:6][CH:7]=1.[CH2:17]([O:19][C:20]1[CH:21]=[C:22](B(O)O)[CH:23]=[CH:24][CH:25]=1)[CH3:18].C([O-])([O-])=O.[K+].[K+].O1CCOCC1. The catalyst is C1C=CC(P(C2C=CC=CC=2)[C-]2C=CC=C2)=CC=1.C1C=CC(P(C2C=CC=CC=2)[C-]2C=CC=C2)=CC=1.Cl[Pd]Cl.[Fe+2].O. The product is [CH2:17]([O:19][C:20]1[CH:25]=[C:24]([C:2]2[N:3]=[C:4]3[C:10]([C:11](=[O:16])[C:12]([CH3:15])([CH3:14])[CH3:13])=[CH:9][NH:8][C:5]3=[N:6][CH:7]=2)[CH:23]=[CH:22][CH:21]=1)[CH3:18]. The yield is 0.720. (8) The product is [Cl:1][C:2]1[C:3]([CH2:21][O:22][C:23]2[CH:24]=[CH:25][C:26]([S:29]([CH3:32])(=[O:31])=[O:30])=[CH:27][CH:28]=2)=[N:4][CH:5]=[C:6]([CH:8]2[CH2:9][CH2:10][N:11]([C:14]([O:16][C:17]([CH3:20])([CH3:19])[CH3:18])=[O:15])[CH2:12][CH2:13]2)[CH:7]=1. The catalyst is C(OCC)(=O)C.[Pt]=O. The reactants are [Cl:1][C:2]1[C:3]([CH2:21][O:22][C:23]2[CH:28]=[CH:27][C:26]([S:29]([CH3:32])(=[O:31])=[O:30])=[CH:25][CH:24]=2)=[N:4][CH:5]=[C:6]([C:8]2[CH2:9][CH2:10][N:11]([C:14]([O:16][C:17]([CH3:20])([CH3:19])[CH3:18])=[O:15])[CH2:12][CH:13]=2)[CH:7]=1. The yield is 0.260.